From a dataset of Catalyst prediction with 721,799 reactions and 888 catalyst types from USPTO. Predict which catalyst facilitates the given reaction. (1) Product: [ClH:26].[F:1][C:2]1[CH:3]=[C:4]([CH:23]=[CH:24][CH:25]=1)[CH2:5][CH:6]1[C:21](=[O:22])[N:9]2[CH2:10][CH2:11][NH:12][CH2:13][C@@H:8]2[CH2:7]1. The catalyst class is: 12. Reactant: [F:1][C:2]1[CH:3]=[C:4]([CH:23]=[CH:24][CH:25]=1)[CH2:5][CH:6]1[C:21](=[O:22])[N:9]2[CH2:10][CH2:11][N:12](C(OC(C)(C)C)=O)[CH2:13][C@@H:8]2[CH2:7]1.[ClH:26]. (2) Reactant: Cl[C:2]1[C:7]([C:8]#[N:9])=[CH:6][CH:5]=[C:4]([C:10]2[CH:15]=[CH:14][C:13]([F:16])=[CH:12][CH:11]=2)[N:3]=1.Cl.[NH2:18][C:19]1[C:24]([C:25](=[O:30])[C:26]([F:29])([F:28])[F:27])=[CH:23][CH:22]=[C:21]([NH:31][CH:32]2[CH2:37][CH2:36][CH2:35][NH:34][CH2:33]2)[N:20]=1.C(N(CC)C(C)C)(C)C. Product: [NH2:18][C:19]1[N:20]=[C:21]([NH:31][CH:32]2[CH2:37][CH2:36][CH2:35][N:34]([C:2]3[C:7]([C:8]#[N:9])=[CH:6][CH:5]=[C:4]([C:10]4[CH:15]=[CH:14][C:13]([F:16])=[CH:12][CH:11]=4)[N:3]=3)[CH2:33]2)[CH:22]=[CH:23][C:24]=1[C:25](=[O:30])[C:26]([F:29])([F:28])[F:27]. The catalyst class is: 16. (3) Reactant: [F:1][C:2]1[CH:17]=[C:16]([N+:18]([O-])=O)[C:15]([O:21][CH3:22])=[CH:14][C:3]=1[C:4]([NH:6][CH:7]1[CH2:12][CH2:11][N:10]([CH3:13])[CH2:9][CH2:8]1)=[O:5]. Product: [NH2:18][C:16]1[C:15]([O:21][CH3:22])=[CH:14][C:3]([C:4]([NH:6][CH:7]2[CH2:12][CH2:11][N:10]([CH3:13])[CH2:9][CH2:8]2)=[O:5])=[C:2]([F:1])[CH:17]=1. The catalyst class is: 43. (4) Reactant: [C:1]([C:3]1[S:7][C:6]([C:8]2[O:12][CH:11]=[N:10][CH:9]=2)=[CH:5][CH:4]=1)#[CH:2].Br[C:14]#[C:15][C:16]1[CH:25]=[CH:24][C:19]([C:20]([O:22][CH3:23])=[O:21])=[CH:18][CH:17]=1.N(C(C)C)C(C)C.CC(=O)OCC. Product: [O:12]1[C:8]([C:6]2[S:7][C:3]([C:1]#[C:2][C:14]#[C:15][C:16]3[CH:25]=[CH:24][C:19]([C:20]([O:22][CH3:23])=[O:21])=[CH:18][CH:17]=3)=[CH:4][CH:5]=2)=[CH:9][N:10]=[CH:11]1. The catalyst class is: 540. (5) Reactant: [Cl:1][C:2]1[CH:11]=[C:10]2[C:5]([N:6]=[C:7]([O:20][CH3:21])[C:8](/[CH:12]=[N:13]/[S@@:14]([C:16]([CH3:19])([CH3:18])[CH3:17])=[O:15])=[N:9]2)=[CH:4][CH:3]=1.[CH3:22][Mg]Cl. Product: [Cl:1][C:2]1[CH:11]=[C:10]2[C:5]([N:6]=[C:7]([O:20][CH3:21])[C:8]([C@H:12]([NH:13][S@@:14]([C:16]([CH3:17])([CH3:18])[CH3:19])=[O:15])[CH3:22])=[N:9]2)=[CH:4][CH:3]=1. The catalyst class is: 2. (6) Reactant: C(Cl)Cl.[C:4]([O:8][C:9]([N:11]([CH2:34][C:35]([O:37][C:38]([CH3:41])([CH3:40])[CH3:39])=[O:36])[C:12]1[CH:17]=[CH:16][CH:15]=[C:14]([CH2:18][NH:19][CH2:20][C:21]2[CH:26]=[CH:25][C:24]([C:27]([CH3:33])([CH3:32])[CH2:28][CH2:29][CH2:30][CH3:31])=[CH:23][CH:22]=2)[N:13]=1)=[O:10])([CH3:7])([CH3:6])[CH3:5].[Cl:42][C:43]1[CH:48]=[CH:47][C:46]([S:49](Cl)(=[O:51])=[O:50])=[CH:45][CH:44]=1.C(N(CC)CC)C. Product: [C:4]([O:8][C:9]([N:11]([CH2:34][C:35]([O:37][C:38]([CH3:40])([CH3:39])[CH3:41])=[O:36])[C:12]1[CH:17]=[CH:16][CH:15]=[C:14]([CH:18]([S:49]([C:46]2[CH:47]=[CH:48][C:43]([Cl:42])=[CH:44][CH:45]=2)(=[O:51])=[O:50])[NH:19][CH2:20][C:21]2[CH:26]=[CH:25][C:24]([C:27]([CH3:33])([CH3:32])[CH2:28][CH2:29][CH2:30][CH3:31])=[CH:23][CH:22]=2)[N:13]=1)=[O:10])([CH3:7])([CH3:5])[CH3:6]. The catalyst class is: 6. (7) Reactant: Br[CH:2]([S:11][C:12]1[CH:17]=[CH:16][CH:15]=[CH:14][CH:13]=1)[C:3]([C:5]1[CH:10]=[CH:9][CH:8]=[CH:7][CH:6]=1)=O.[O:18]=[C:19]1[C:27]2[C:22](=[CH:23][CH:24]=[CH:25][CH:26]=2)[C:21](=[O:28])[N:20]1[CH2:29][C:30](=[S:32])[NH2:31].C(=O)([O-])O.[Na+]. Product: [C:5]1([C:3]2[N:31]=[C:30]([CH2:29][N:20]3[C:19](=[O:18])[C:27]4[C:22](=[CH:23][CH:24]=[CH:25][CH:26]=4)[C:21]3=[O:28])[S:32][C:2]=2[S:11][C:12]2[CH:17]=[CH:16][CH:15]=[CH:14][CH:13]=2)[CH:10]=[CH:9][CH:8]=[CH:7][CH:6]=1. The catalyst class is: 9. (8) Reactant: [CH3:1][O:2][C:3]1[CH:4]=[C:5]2[C:10](=[CH:11][C:12]=1[O:13][CH3:14])[N:9]=[CH:8][N:7]=[C:6]2[S:15][C:16]1[CH:17]=[C:18]([CH:20]=[CH:21][CH:22]=1)[NH2:19].[C:23]([C:25]([C:28]1[CH:29]=[C:30]([NH:34][C:35](=O)[O:36]C2C=CC=CC=2)[CH:31]=[CH:32][CH:33]=1)([CH3:27])[CH3:26])#[N:24]. Product: [C:23]([C:25]([C:28]1[CH:29]=[C:30]([NH:34][C:35]([NH:19][C:18]2[CH:20]=[CH:21][CH:22]=[C:16]([S:15][C:6]3[C:5]4[C:10](=[CH:11][C:12]([O:13][CH3:14])=[C:3]([O:2][CH3:1])[CH:4]=4)[N:9]=[CH:8][N:7]=3)[CH:17]=2)=[O:36])[CH:31]=[CH:32][CH:33]=1)([CH3:27])[CH3:26])#[N:24]. The catalyst class is: 230. (9) Reactant: [C:1]([O:5][C:6](=[O:17])[NH:7][C:8]1[CH:13]=[CH:12][C:11]([C:14]#[N:15])=[CH:10][C:9]=1[NH2:16])([CH3:4])([CH3:3])[CH3:2].C(N(CC)CC)C.Cl[C:26](Cl)([O:28]C(=O)OC(Cl)(Cl)Cl)Cl. Product: [C:1]([O:5][C:6]([N:7]1[C:8]2[CH:13]=[CH:12][C:11]([C:14]#[N:15])=[CH:10][C:9]=2[NH:16][C:26]1=[O:28])=[O:17])([CH3:4])([CH3:2])[CH3:3]. The catalyst class is: 2.